This data is from Full USPTO retrosynthesis dataset with 1.9M reactions from patents (1976-2016). The task is: Predict the reactants needed to synthesize the given product. (1) Given the product [Cl:19][C:20]1[CH:25]=[CH:24][C:23]([CH:26]([C:32]2[CH:37]=[CH:36][C:35]([Cl:38])=[CH:34][CH:33]=2)[N:27]2[CH2:28][C:29]([CH:14]([C:9]3[CH:8]=[C:7]([F:6])[CH:12]=[C:11]([F:13])[CH:10]=3)[C:15]([O:17][CH3:18])=[O:16])([OH:31])[CH2:30]2)=[CH:22][CH:21]=1, predict the reactants needed to synthesize it. The reactants are: C([Li])CCC.[F:6][C:7]1[CH:8]=[C:9]([CH2:14][C:15]([O:17][CH3:18])=[O:16])[CH:10]=[C:11]([F:13])[CH:12]=1.[Cl:19][C:20]1[CH:25]=[CH:24][C:23]([CH:26]([C:32]2[CH:37]=[CH:36][C:35]([Cl:38])=[CH:34][CH:33]=2)[N:27]2[CH2:30][C:29](=[O:31])[CH2:28]2)=[CH:22][CH:21]=1. (2) Given the product [F:7][C:8]([F:22])([CH2:12][C:13]1[CH:18]=[CH:17][C:16]([CH2:19][CH2:20][CH3:21])=[CH:15][CH:14]=1)[CH2:9][OH:10], predict the reactants needed to synthesize it. The reactants are: [H-].[Al+3].[Li+].[H-].[H-].[H-].[F:7][C:8]([F:22])([CH2:12][C:13]1[CH:18]=[CH:17][C:16]([CH2:19][CH2:20][CH3:21])=[CH:15][CH:14]=1)[C:9]([O-])=[O:10].Cl.C(OCC)(=O)C. (3) Given the product [CH3:8][O:9][C:10]1[CH:15]=[C:14]([N:16]2[CH:20]=[CH:19][CH:18]=[N:17]2)[CH:13]=[CH:12][C:11]=1[C:21]1[N:26]=[N:25][C:24]([O:27][CH:28]2[CH2:32][CH2:31][NH:30][CH2:29]2)=[CH:23][CH:22]=1, predict the reactants needed to synthesize it. The reactants are: FC(F)(F)C(O)=O.[CH3:8][O:9][C:10]1[CH:15]=[C:14]([N:16]2[CH:20]=[CH:19][CH:18]=[N:17]2)[CH:13]=[CH:12][C:11]=1[C:21]1[N:26]=[N:25][C:24]([O:27][CH:28]2[CH2:32][CH2:31][N:30](C(OC(C)(C)C)=O)[CH2:29]2)=[CH:23][CH:22]=1.[OH-].[Na+]. (4) Given the product [C:1]([O:5][C:6]([N:8]1[CH2:17][CH2:16][C:15]2[C:10](=[CH:11][C:12]([O:20][CH3:21])=[C:13]([O:18][CH3:19])[CH:14]=2)[CH:9]1[CH2:22][C:23]1[CH:28]=[CH:27][C:26]([C:42]2[CH:43]=[CH:44][C:39]([C:30]3[CH:35]=[CH:34][CH:33]=[CH:32][CH:31]=3)=[CH:40][CH:41]=2)=[CH:25][CH:24]=1)=[O:7])([CH3:4])([CH3:3])[CH3:2], predict the reactants needed to synthesize it. The reactants are: [C:1]([O:5][C:6]([N:8]1[CH2:17][CH2:16][C:15]2[C:10](=[CH:11][C:12]([O:20][CH3:21])=[C:13]([O:18][CH3:19])[CH:14]=2)[CH:9]1[CH2:22][C:23]1[CH:28]=[CH:27][C:26](Br)=[CH:25][CH:24]=1)=[O:7])([CH3:4])([CH3:3])[CH3:2].[C:30]1([C:39]2[CH:44]=[CH:43][CH:42]=[CH:41][CH:40]=2)[CH:35]=[CH:34][C:33](B(O)O)=[CH:32][CH:31]=1.C1(P(C2C=CC=CC=2)C2C=CC=CC=2)C=CC=CC=1.C(=O)(O)[O-].[Na+]. (5) The reactants are: [CH3:1][S:2][C:3]1[CH:4]=[C:5]([CH:9]=[CH:10][CH:11]=1)[C:6](O)=[O:7].C(N1C=CN=C1)(N1C=CN=C1)=O.C(N(CC)CC)C.[CH3:31][NH:32][O:33][CH3:34]. Given the product [CH3:34][O:33][N:32]([CH3:31])[C:6](=[O:7])[C:5]1[CH:9]=[CH:10][CH:11]=[C:3]([S:2][CH3:1])[CH:4]=1, predict the reactants needed to synthesize it. (6) Given the product [CH2:1]([NH:3][C:4]([NH:6][C:7]1[CH:8]=[CH:9][C:10]([C:13]2[N:14]=[C:15]([N:23]3[CH2:28][CH2:27][O:26][CH2:25][C@@H:24]3[CH2:29][CH3:30])[C:16]3[CH2:22][CH2:21][N:20]([CH:38]4[CH2:39][O:36][CH2:37]4)[CH2:19][C:17]=3[N:18]=2)=[CH:11][CH:12]=1)=[O:5])[CH3:2], predict the reactants needed to synthesize it. The reactants are: [CH2:1]([NH:3][C:4]([NH:6][C:7]1[CH:12]=[CH:11][C:10]([C:13]2[N:14]=[C:15]([N:23]3[CH2:28][CH2:27][O:26][CH2:25][C@@H:24]3[CH2:29][CH3:30])[C:16]3[CH2:22][CH2:21][NH:20][CH2:19][C:17]=3[N:18]=2)=[CH:9][CH:8]=1)=[O:5])[CH3:2].CN(C)C=O.[O:36]1[CH2:39][C:38](=O)[CH2:37]1.C(O[BH-](OC(=O)C)OC(=O)C)(=O)C.[Na+]. (7) Given the product [NH2:2][CH2:1][C:3]1[CH:4]=[C:5]([CH:9]([CH3:31])[C:10]([NH:12][CH2:13][C:14]2[C:15]([C:24]3[CH:25]=[C:26]([CH3:30])[CH:27]=[CH:28][CH:29]=3)=[N:16][C:17]([C:20]([F:23])([F:21])[F:22])=[CH:18][CH:19]=2)=[O:11])[CH:6]=[CH:7][CH:8]=1, predict the reactants needed to synthesize it. The reactants are: [C:1]([C:3]1[CH:4]=[C:5]([CH:9]([CH3:31])[C:10]([NH:12][CH2:13][C:14]2[C:15]([C:24]3[CH:25]=[C:26]([CH3:30])[CH:27]=[CH:28][CH:29]=3)=[N:16][C:17]([C:20]([F:23])([F:22])[F:21])=[CH:18][CH:19]=2)=[O:11])[CH:6]=[CH:7][CH:8]=1)#[N:2].[BH4-].[Na+]. (8) Given the product [CH:1]1([CH2:4][N:5]([C:10]2[CH:11]=[CH:12][C:13]([O:20][CH2:23][CH2:24][N:25]3[CH2:30][CH2:29][O:28][CH2:27][CH2:26]3)=[C:14]([CH:19]=2)[C:15]([O:17][CH3:18])=[O:16])[S:6]([CH3:9])(=[O:8])=[O:7])[CH2:3][CH2:2]1, predict the reactants needed to synthesize it. The reactants are: [CH:1]1([CH2:4][N:5]([C:10]2[CH:11]=[CH:12][C:13]([OH:20])=[C:14]([CH:19]=2)[C:15]([O:17][CH3:18])=[O:16])[S:6]([CH3:9])(=[O:8])=[O:7])[CH2:3][CH2:2]1.Cl.Cl[CH2:23][CH2:24][N:25]1[CH2:30][CH2:29][O:28][CH2:27][CH2:26]1.C([O-])([O-])=O.[K+].[K+].O. (9) Given the product [CH3:23][N:10]1[CH:7]2[CH2:8][CH2:9][C:4]1([C:11]([C:13]1[CH:14]=[CH:15][CH:16]=[CH:17][CH:18]=1)=[O:12])[CH2:5][CH2:6]2, predict the reactants needed to synthesize it. The reactants are: [OH-].[Na+].Cl.[C:4]12([C:11]([C:13]3[CH:18]=[CH:17][CH:16]=[CH:15][CH:14]=3)=[O:12])[NH:10][CH:7]([CH2:8][CH2:9]1)[CH2:6][CH2:5]2.S(OC)(O[CH3:23])(=O)=O.